From a dataset of HIV replication inhibition screening data with 41,000+ compounds from the AIDS Antiviral Screen. Binary Classification. Given a drug SMILES string, predict its activity (active/inactive) in a high-throughput screening assay against a specified biological target. (1) The drug is O=P(Cc1ccccc1)(Cc1ccccc1)P(Cc1ccccc1)Cc1ccccc1. The result is 0 (inactive). (2) The molecule is Cn1c(=NS(=O)(=O)c2ccccc2)n(S(=O)(=O)c2ccccc2)c2ccccc21. The result is 0 (inactive). (3) The molecule is CC(=O)OC(C(=O)C(O)C(C)C)C(C)C. The result is 0 (inactive).